From a dataset of Catalyst prediction with 721,799 reactions and 888 catalyst types from USPTO. Predict which catalyst facilitates the given reaction. (1) The catalyst class is: 3. Reactant: [Cl:1][C:2]1[C:3]([NH:23][C:24]2[CH:28]=[C:27]([CH3:29])[NH:26][N:25]=2)=[N:4][C:5]([NH:8][C:9]2[CH:14]=[C:13]([CH3:15])[C:12]([CH:16]3[CH2:21][CH2:20][NH:19][CH2:18][CH2:17]3)=[CH:11][C:10]=2[F:22])=[N:6][CH:7]=1.C(N(CC)CC)C.Cl[CH2:38][C:39]1[C:40]([CH3:45])=[N:41][O:42][C:43]=1[CH3:44]. Product: [Cl:1][C:2]1[C:3]([NH:23][C:24]2[CH:28]=[C:27]([CH3:29])[NH:26][N:25]=2)=[N:4][C:5]([NH:8][C:9]2[CH:14]=[C:13]([CH3:15])[C:12]([CH:16]3[CH2:17][CH2:18][N:19]([CH2:38][C:39]4[C:40]([CH3:45])=[N:41][O:42][C:43]=4[CH3:44])[CH2:20][CH2:21]3)=[CH:11][C:10]=2[F:22])=[N:6][CH:7]=1. (2) Reactant: C(O[C:4](=[O:22])[CH:5]=[C:6]([NH:13][C:14]1[CH:19]=[CH:18][CH:17]=[C:16]([Cl:20])[C:15]=1[F:21])[C:7]1[CH:12]=[CH:11][CH:10]=[CH:9][CH:8]=1)C. Product: [Cl:20][C:16]1[C:15]([F:21])=[C:14]2[C:19]([C:4](=[O:22])[CH:5]=[C:6]([C:7]3[CH:8]=[CH:9][CH:10]=[CH:11][CH:12]=3)[NH:13]2)=[CH:18][CH:17]=1. The catalyst class is: 6. (3) Reactant: [CH:1]([N:4]1[CH2:9][CH2:8][N:7](C(OC(C)(C)C)=O)[C@@H:6]([C:17]([N:19]2[CH2:24][CH2:23][NH:22][CH2:21][CH2:20]2)=[O:18])[CH2:5]1)([CH3:3])[CH3:2].[CH2:25]([O:32][C:33]1[CH:34]=[C:35]([NH:39][C:40](=O)[O:41]C2C=CC=CC=2)[CH:36]=[CH:37][CH:38]=1)[C:26]1[CH:31]=[CH:30][CH:29]=[CH:28][CH:27]=1.C(N(CC)CC)C. Product: [CH2:25]([O:32][C:33]1[CH:34]=[C:35]([NH:39][C:40]([N:22]2[CH2:21][CH2:20][N:19]([C:17]([C@H:6]3[CH2:5][N:4]([CH:1]([CH3:2])[CH3:3])[CH2:9][CH2:8][NH:7]3)=[O:18])[CH2:24][CH2:23]2)=[O:41])[CH:36]=[CH:37][CH:38]=1)[C:26]1[CH:27]=[CH:28][CH:29]=[CH:30][CH:31]=1. The catalyst class is: 1. (4) Reactant: [Br:1][C:2]1[CH:7]=[CH:6][C:5]([N+:8]([O-:10])=[O:9])=[C:4](F)[CH:3]=1.Cl.[NH2:13][CH2:14][CH2:15][C:16]([O:18][CH3:19])=[O:17].C([O-])([O-])=O.[K+].[K+]. Product: [Br:1][C:2]1[CH:7]=[CH:6][C:5]([N+:8]([O-:10])=[O:9])=[C:4]([NH:13][CH2:14][CH2:15][C:16]([O:18][CH3:19])=[O:17])[CH:3]=1. The catalyst class is: 1. (5) Reactant: FC(F)(F)C(O)=O.C(OC([N:15]1[CH2:20][CH2:19][CH:18]([CH2:21][O:22][C:23]2[CH:32]=[C:31]3[C:26]([C:27]([NH:33][C:34]4[C:39]([Cl:40])=[CH:38][N:37]=[C:36]5[O:41][CH2:42][O:43][C:35]=45)=[N:28][CH:29]=[N:30]3)=[CH:25][C:24]=2[O:44][CH3:45])[CH2:17][CH2:16]1)=O)(C)(C)C. Product: [Cl:40][C:39]1[C:34]([NH:33][C:27]2[C:26]3[C:31](=[CH:32][C:23]([O:22][CH2:21][CH:18]4[CH2:19][CH2:20][NH:15][CH2:16][CH2:17]4)=[C:24]([O:44][CH3:45])[CH:25]=3)[N:30]=[CH:29][N:28]=2)=[C:35]2[O:43][CH2:42][O:41][C:36]2=[N:37][CH:38]=1. The catalyst class is: 2.